This data is from NCI-60 drug combinations with 297,098 pairs across 59 cell lines. The task is: Regression. Given two drug SMILES strings and cell line genomic features, predict the synergy score measuring deviation from expected non-interaction effect. (1) Drug 1: CCC(=C(C1=CC=CC=C1)C2=CC=C(C=C2)OCCN(C)C)C3=CC=CC=C3.C(C(=O)O)C(CC(=O)O)(C(=O)O)O. Drug 2: CN1C(=O)N2C=NC(=C2N=N1)C(=O)N. Cell line: BT-549. Synergy scores: CSS=2.20, Synergy_ZIP=1.12, Synergy_Bliss=3.57, Synergy_Loewe=1.58, Synergy_HSA=1.73. (2) Drug 1: CC(C1=C(C=CC(=C1Cl)F)Cl)OC2=C(N=CC(=C2)C3=CN(N=C3)C4CCNCC4)N. Drug 2: CC1=CC=C(C=C1)C2=CC(=NN2C3=CC=C(C=C3)S(=O)(=O)N)C(F)(F)F. Cell line: ACHN. Synergy scores: CSS=10.6, Synergy_ZIP=0.554, Synergy_Bliss=6.05, Synergy_Loewe=1.96, Synergy_HSA=5.57. (3) Drug 1: CC=C1C(=O)NC(C(=O)OC2CC(=O)NC(C(=O)NC(CSSCCC=C2)C(=O)N1)C(C)C)C(C)C. Drug 2: C1=NC(=NC(=O)N1C2C(C(C(O2)CO)O)O)N. Cell line: TK-10. Synergy scores: CSS=42.8, Synergy_ZIP=-7.14, Synergy_Bliss=-3.41, Synergy_Loewe=-14.6, Synergy_HSA=-0.131. (4) Drug 1: C1CC(C1)(C(=O)O)C(=O)O.[NH2-].[NH2-].[Pt+2]. Drug 2: C1=NC(=NC(=O)N1C2C(C(C(O2)CO)O)O)N. Cell line: UACC62. Synergy scores: CSS=49.7, Synergy_ZIP=-0.615, Synergy_Bliss=2.99, Synergy_Loewe=-4.94, Synergy_HSA=2.34. (5) Drug 1: CS(=O)(=O)CCNCC1=CC=C(O1)C2=CC3=C(C=C2)N=CN=C3NC4=CC(=C(C=C4)OCC5=CC(=CC=C5)F)Cl. Drug 2: CCC1(CC2CC(C3=C(CCN(C2)C1)C4=CC=CC=C4N3)(C5=C(C=C6C(=C5)C78CCN9C7C(C=CC9)(C(C(C8N6C)(C(=O)OC)O)OC(=O)C)CC)OC)C(=O)OC)O.OS(=O)(=O)O. Cell line: HOP-62. Synergy scores: CSS=2.06, Synergy_ZIP=1.16, Synergy_Bliss=2.85, Synergy_Loewe=0.926, Synergy_HSA=-0.379. (6) Drug 1: C1CC(C1)(C(=O)O)C(=O)O.[NH2-].[NH2-].[Pt+2]. Drug 2: CC(C)NC(=O)C1=CC=C(C=C1)CNNC.Cl. Cell line: EKVX. Synergy scores: CSS=3.53, Synergy_ZIP=-2.41, Synergy_Bliss=0.116, Synergy_Loewe=-1.25, Synergy_HSA=-1.14.